This data is from Full USPTO retrosynthesis dataset with 1.9M reactions from patents (1976-2016). The task is: Predict the reactants needed to synthesize the given product. (1) Given the product [OH:10][C:9]([CH2:11][CH2:12][CH2:13][CH2:14][C@H:15]1[C@@H:16]2[C@@H:17]([NH:20][C:21]([NH:23]2)=[O:22])[CH2:18][S:19]1)=[O:8], predict the reactants needed to synthesize it. The reactants are: C1C(=O)N([O:8][C:9]([CH2:11][CH2:12][CH2:13][CH2:14][CH:15]2[S:19][CH2:18][CH:17]3[NH:20][C:21]([NH:23][CH:16]23)=[O:22])=[O:10])C(=O)C1. (2) Given the product [O:39]1[CH2:40][CH2:41][N:36]([C:18]2[C:19]3[N:20]([CH:21]=[C:22](/[CH:24]=[CH:25]/[C:26]4[CH:35]=[CH:34][C:33]5[C:28](=[CH:29][CH:30]=[CH:31][CH:32]=5)[N:27]=4)[N:23]=3)[C:15]([C:12]3[CH:13]=[CH:14][C:9]([C:8]4[N:42]=[C:4]([OH:5])[O:6][N:7]=4)=[N:10][CH:11]=3)=[CH:16][N:17]=2)[CH2:37][CH2:38]1, predict the reactants needed to synthesize it. The reactants are: C(O[C:4]([O:6][NH:7]/[C:8](=[N:42]/[H])/[C:9]1[CH:14]=[CH:13][C:12]([C:15]2[N:20]3[CH:21]=[C:22]([CH:24]=[CH:25][C:26]4[CH:35]=[CH:34][C:33]5[C:28](=[CH:29][CH:30]=[CH:31][CH:32]=5)[N:27]=4)[N:23]=[C:19]3[C:18]([N:36]3[CH2:41][CH2:40][O:39][CH2:38][CH2:37]3)=[N:17][CH:16]=2)=[CH:11][N:10]=1)=[O:5])C.C1CCN2C(=NCCC2)CC1.O.Cl. (3) Given the product [Cl:27][C:12]1[C:11](=[O:28])[N:10]([C:8]2[CH:9]=[C:4]([CH:5]=[CH:6][C:7]=2[F:29])[CH2:3][NH:2][C:34](=[O:33])[CH2:35][OH:36])[C:15]([CH3:16])=[CH:14][C:13]=1[O:17][CH2:18][C:19]1[CH:24]=[CH:23][C:22]([F:25])=[CH:21][C:20]=1[F:26], predict the reactants needed to synthesize it. The reactants are: Cl.[NH2:2][CH2:3][C:4]1[CH:5]=[CH:6][C:7]([F:29])=[C:8]([N:10]2[C:15]([CH3:16])=[CH:14][C:13]([O:17][CH2:18][C:19]3[CH:24]=[CH:23][C:22]([F:25])=[CH:21][C:20]=3[F:26])=[C:12]([Cl:27])[C:11]2=[O:28])[CH:9]=1.C([O:33][CH2:34][C:35](Cl)=[O:36])(=O)C.C(N(CC)CC)C.[OH-].[Na+]. (4) Given the product [C:1]([S:8][C@H:19]([CH3:31])[C@@H:18]([C:32]([O:34][CH3:35])=[O:33])[NH:17][C:15]([O:14][C:12]([CH3:36])([CH3:11])[CH3:13])=[O:16])(=[O:9])[C:2]1[CH:7]=[CH:6][CH:5]=[CH:4][CH:3]=1, predict the reactants needed to synthesize it. The reactants are: [C:1]([O-:9])(=[S:8])[C:2]1[CH:7]=[CH:6][CH:5]=[CH:4][CH:3]=1.[K+].[CH3:11][C:12]([CH3:36])([O:14][C:15]([NH:17][C@H:18]([C:32]([O:34][CH3:35])=[O:33])[C@H:19]([CH3:31])OS(C1C=CC(C)=CC=1)(=O)=O)=[O:16])[CH3:13]. (5) Given the product [CH3:50][O:51][C:52](=[O:59])[C@@H:53]([NH:54][C:39]([C:37]1[CH:36]=[N:35][C:34]([N:42]2[CH2:47][CH2:46][C:45]([F:48])([F:49])[CH2:44][CH2:43]2)=[C:33]([O:32][CH2:31][CH:26]2[CH2:30][CH2:29][CH2:28][CH2:27]2)[N:38]=1)=[O:40])[CH2:55][CH:56]([CH3:58])[CH3:57], predict the reactants needed to synthesize it. The reactants are: OC[C@@H](NC(C1C=NC(N2CCCC2)=C(OCCC)N=1)=O)CC(C)C.[CH:26]1([CH2:31][O:32][C:33]2[N:38]=[C:37]([C:39](O)=[O:40])[CH:36]=[N:35][C:34]=2[N:42]2[CH2:47][CH2:46][C:45]([F:49])([F:48])[CH2:44][CH2:43]2)[CH2:30][CH2:29][CH2:28][CH2:27]1.[CH3:50][O:51][C:52](=[O:59])[C@H:53]([CH2:55][CH:56]([CH3:58])[CH3:57])[NH2:54].